This data is from Reaction yield outcomes from USPTO patents with 853,638 reactions. The task is: Predict the reaction yield, written as a fraction of the theoretical maximum amount of product (1.0 means a 100% yield; for example, 0.34 means a 34% yield). (1) The reactants are Br[C:2]1[CH:3]=[C:4]2[C:8](=[CH:9][C:10]=1[NH:11][C:12]([C:14]1[C:23](=[O:24])[C:22]3[C:17](=[CH:18][CH:19]=[CH:20][CH:21]=3)[NH:16][CH:15]=1)=[O:13])[NH:7][CH:6]=[CH:5]2.[C:25]1(B(O)O)[CH:30]=[CH:29][CH:28]=[CH:27][CH:26]=1.C([O-])([O-])=O.[K+].[K+]. The catalyst is CN(C=O)C.C1C=CC(P(C2C=CC=CC=2)[C-]2C=CC=C2)=CC=1.C1C=CC(P(C2C=CC=CC=2)[C-]2C=CC=C2)=CC=1.Cl[Pd]Cl.[Fe+2]. The product is [O:24]=[C:23]1[C:22]2[C:17](=[CH:18][CH:19]=[CH:20][CH:21]=2)[NH:16][CH:15]=[C:14]1[C:12]([NH:11][C:10]1[CH:9]=[C:8]2[C:4]([CH:5]=[CH:6][NH:7]2)=[CH:3][C:2]=1[C:25]1[CH:30]=[CH:29][CH:28]=[CH:27][CH:26]=1)=[O:13]. The yield is 0.130. (2) The reactants are Br[C:2]1[S:6][C:5]([C:7]2[N:11]3[N:12]=[C:13]([CH3:21])[CH:14]=[C:15]([CH:16]([CH2:19][CH3:20])[CH2:17][CH3:18])[C:10]3=[N:9][C:8]=2[CH3:22])=[C:4]([CH3:23])[CH:3]=1.[Br-].[S:25]1[CH:29]=[CH:28][N:27]=[C:26]1[Zn+].C1COCC1. The catalyst is C1C=CC(P(C2C=CC=CC=2)[C-]2C=CC=C2)=CC=1.C1C=CC(P(C2C=CC=CC=2)[C-]2C=CC=C2)=CC=1.Cl[Pd]Cl.[Fe+2]. The product is [CH2:17]([CH:16]([C:15]1[C:10]2[N:11]([C:7]([C:5]3[S:6][C:2]([C:26]4[S:25][CH:29]=[CH:28][N:27]=4)=[CH:3][C:4]=3[CH3:23])=[C:8]([CH3:22])[N:9]=2)[N:12]=[C:13]([CH3:21])[CH:14]=1)[CH2:19][CH3:20])[CH3:18]. The yield is 0.700. (3) The reactants are [N:1]1([C:7]2[CH:12]=[CH:11][N:10]=[C:9]3[NH:13][CH:14]=[C:15]([NH:16][C:17](=[O:24])[C:18]4[CH:23]=[CH:22][CH:21]=[N:20][CH:19]=4)[C:8]=23)[CH2:6][CH2:5][NH:4][CH2:3][CH2:2]1.[C:25]([O:29][C:30]([N:32]([CH:45]([CH3:47])[CH3:46])[CH2:33][C@H:34]([C:38]1[CH:43]=[CH:42][C:41]([Cl:44])=[CH:40][CH:39]=1)[C:35](O)=[O:36])=[O:31])([CH3:28])([CH3:27])[CH3:26].C1C=CC2N(O)N=NC=2C=1.O.CCN=C=NCCCN(C)C.CCN(C(C)C)C(C)C.C([O-])([O-])=O.[Na+].[Na+]. The catalyst is C(Cl)Cl. The product is [Cl:44][C:41]1[CH:42]=[CH:43][C:38]([C@H:34]([C:35]([N:4]2[CH2:3][CH2:2][N:1]([C:7]3[CH:12]=[CH:11][N:10]=[C:9]4[NH:13][CH:14]=[C:15]([NH:16][C:17](=[O:24])[C:18]5[CH:23]=[CH:22][CH:21]=[N:20][CH:19]=5)[C:8]=34)[CH2:6][CH2:5]2)=[O:36])[CH2:33][N:32]([CH:45]([CH3:46])[CH3:47])[C:30](=[O:31])[O:29][C:25]([CH3:27])([CH3:26])[CH3:28])=[CH:39][CH:40]=1. The yield is 0.166. (4) The reactants are [F:1][C:2]([F:33])([F:32])[C:3]1[CH:27]=[C:26]([C:28]([F:31])([F:30])[F:29])[CH:25]=[CH:24][C:4]=1[CH2:5][O:6][C:7]1[CH:12]=[CH:11][C:10](/[CH:13]=[C:14]2/[C:15]([NH:20][CH3:21])=[N:16][C:17](=[O:19])[S:18]/2)=[CH:9][C:8]=1[O:22][CH3:23].[C:34](=O)([O-])[O-].[K+].[K+].CI.O. The catalyst is CN(C)C=O. The product is [F:33][C:2]([F:1])([F:32])[C:3]1[CH:27]=[C:26]([C:28]([F:30])([F:29])[F:31])[CH:25]=[CH:24][C:4]=1[CH2:5][O:6][C:7]1[CH:12]=[CH:11][C:10](/[CH:13]=[C:14]2/[C:15](=[N:20]\[CH3:21])/[N:16]([CH3:34])[C:17](=[O:19])[S:18]/2)=[CH:9][C:8]=1[O:22][CH3:23]. The yield is 0.120. (5) The reactants are [F:1][C:2]1[CH:3]=[C:4]([NH:12][S:13]([C:16]2[CH:24]=[CH:23][C:19]([C:20](O)=[O:21])=[CH:18][C:17]=2[CH3:25])(=[O:15])=[O:14])[CH:5]=[CH:6][C:7]=1[C:8]([O:10][CH3:11])=[O:9].O. The catalyst is B.O1CCCC1. The product is [F:1][C:2]1[CH:3]=[C:4]([NH:12][S:13]([C:16]2[CH:24]=[CH:23][C:19]([CH2:20][OH:21])=[CH:18][C:17]=2[CH3:25])(=[O:14])=[O:15])[CH:5]=[CH:6][C:7]=1[C:8]([O:10][CH3:11])=[O:9]. The yield is 0.880. (6) The reactants are [OH:1][CH2:2][CH:3]1[O:8][CH2:7][CH2:6][NH:5][CH2:4]1.O1CCCNCC1.[C:16]([OH:23])(=[O:22])/[CH:17]=[CH:18]/[C:19]([OH:21])=[O:20]. The catalyst is CO. The product is [C:16]([OH:23])(=[O:22])/[CH:17]=[CH:18]/[C:19]([OH:21])=[O:20].[OH:1][CH2:2][C@@H:3]1[O:8][CH2:7][CH2:6][NH:5][CH2:4]1. The yield is 0.422.